From a dataset of Acute oral toxicity (LD50) regression data from Zhu et al.. Regression/Classification. Given a drug SMILES string, predict its toxicity properties. Task type varies by dataset: regression for continuous values (e.g., LD50, hERG inhibition percentage) or binary classification for toxic/non-toxic outcomes (e.g., AMES mutagenicity, cardiotoxicity, hepatotoxicity). Dataset: ld50_zhu. (1) The drug is CC(C(=O)COC(=O)c1ccncc1)c1ccc(-c2ccccc2F)cc1. The rat oral LD50 is 2.49, given as -log10 of the dose in mol/kg body weight (higher means more acutely toxic). (2) The drug is C=CCc1ccccc1. The rat oral LD50 is 1.33, given as -log10 of the dose in mol/kg body weight (higher means more acutely toxic). (3) The drug is COC(=O)Cc1ccccc1. The rat oral LD50 is 1.77, given as -log10 of the dose in mol/kg body weight (higher means more acutely toxic). (4) The molecule is CC(=NOC(=O)N(C)SSN(C)C(=O)ON=C(C)SCCC#N)SCCC#N. The rat oral LD50 is 3.76, given as -log10 of the dose in mol/kg body weight (higher means more acutely toxic). (5) The molecule is C=CCOC(=O)CCC. The rat oral LD50 is 2.71, given as -log10 of the dose in mol/kg body weight (higher means more acutely toxic). (6) The molecule is O=C(c1ccc(Cl)cc1)n1cc(Cc2nnn[nH]2)c2ccccc21. The rat oral LD50 is 2.45, given as -log10 of the dose in mol/kg body weight (higher means more acutely toxic). (7) The molecule is CC(CN1CCOCC1)C(C(=O)N1CCCC1)(c1ccccc1)c1ccccc1. The rat oral LD50 is 3.74, given as -log10 of the dose in mol/kg body weight (higher means more acutely toxic). (8) The rat oral LD50 is 2.15, given as -log10 of the dose in mol/kg body weight (higher means more acutely toxic). The drug is O=c1oc(-c2ccccc2)nc2ccccc12. (9) The molecule is C=COCCSC. The rat oral LD50 is 1.56, given as -log10 of the dose in mol/kg body weight (higher means more acutely toxic).